This data is from Cav3 T-type calcium channel HTS with 100,875 compounds. The task is: Binary Classification. Given a drug SMILES string, predict its activity (active/inactive) in a high-throughput screening assay against a specified biological target. (1) The compound is S(C1CC(=O)N(C1=O)c1ccc(cc1)C(OCC)=O)c1[nH]c(=O)c(CC)c(O)n1. The result is 0 (inactive). (2) The compound is Brc1cc(Oc2c(NC(=O)C)cc(cc2)C(F)(F)F)ccc1. The result is 0 (inactive).